This data is from Forward reaction prediction with 1.9M reactions from USPTO patents (1976-2016). The task is: Predict the product of the given reaction. (1) Given the reactants [O:1]1[C:5]2[CH:6]=[CH:7][C:8]([C:10]3[C:11]4[CH2:25][O:24][C:23](=[O:26])[C:12]=4[CH:13]=[C:14]4[C:22]=3[C:18]3[O:19][CH2:20][O:21][C:17]=3[CH:16]=[CH:15]4)=[CH:9][C:4]=2[O:3][CH2:2]1.[Cl:27]N1C(=O)CCC1=O.OS(O)(=O)=O, predict the reaction product. The product is: [O:1]1[C:5]2[CH:6]=[CH:7][C:8]([C:10]3[C:11]4[CH2:25][O:24][C:23](=[O:26])[C:12]=4[CH:13]=[C:14]4[C:22]=3[C:18]3[O:19][CH2:20][O:21][C:17]=3[CH:16]=[C:15]4[Cl:27])=[CH:9][C:4]=2[O:3][CH2:2]1. (2) Given the reactants [O:1]=[S:2]1(=[O:51])[CH2:7][CH2:6][N:5]([CH2:8][CH2:9][NH:10][C@:11]23[CH2:47][CH2:46][C@@H:45]([C:48]([CH3:50])=[CH2:49])[C@@H:12]2[C@@H:13]2[C@@:26]([CH3:29])([CH2:27][CH2:28]3)[C@@:25]3([CH3:30])[C@@H:16]([C@:17]4([CH3:44])[C@@H:22]([CH2:23][CH2:24]3)[C:21]([CH3:32])([CH3:31])[C:20]([C:33]3[CH2:38][CH2:37][C@:36]([CH2:42][F:43])([C:39]([OH:41])=[O:40])[CH2:35][CH:34]=3)=[CH:19][CH2:18]4)[CH2:15][CH2:14]2)[CH2:4][CH2:3]1.C(NC(=NC(C)C)O[CH2:58][CH2:59][Si:60]([CH3:63])([CH3:62])[CH3:61])(C)C, predict the reaction product. The product is: [O:51]=[S:2]1(=[O:1])[CH2:3][CH2:4][N:5]([CH2:8][CH2:9][NH:10][C@:11]23[CH2:47][CH2:46][C@@H:45]([C:48]([CH3:50])=[CH2:49])[C@@H:12]2[C@@H:13]2[C@@:26]([CH3:29])([CH2:27][CH2:28]3)[C@@:25]3([CH3:30])[C@@H:16]([C@:17]4([CH3:44])[C@@H:22]([CH2:23][CH2:24]3)[C:21]([CH3:32])([CH3:31])[C:20]([C:33]3[CH2:38][CH2:37][C@:36]([CH2:42][F:43])([C:39]([O:41][CH2:58][CH2:59][Si:60]([CH3:63])([CH3:62])[CH3:61])=[O:40])[CH2:35][CH:34]=3)=[CH:19][CH2:18]4)[CH2:15][CH2:14]2)[CH2:6][CH2:7]1. (3) Given the reactants [BH4-].[Na+].[F:3][C:4]([F:16])([F:15])[C:5]1[N:6]=[C:7]([C:10](OCC)=[O:11])[S:8][CH:9]=1, predict the reaction product. The product is: [F:16][C:4]([F:3])([F:15])[C:5]1[N:6]=[C:7]([CH2:10][OH:11])[S:8][CH:9]=1. (4) Given the reactants [CH3:1][O:2][C:3]1[CH:4]=[C:5]([CH:21]=[CH:22][C:23]=1[O:24][CH3:25])[CH2:6][CH:7]1[C:16]2[C:11](=[CH:12][C:13]([O:19][CH3:20])=[C:14]([O:17][CH3:18])[CH:15]=2)[CH2:10][CH2:9][NH:8]1.Br[CH2:27][C:28](Br)=[O:29].[CH3:31][CH:32]([NH2:35])[CH2:33][CH3:34], predict the reaction product. The product is: [CH3:1][O:2][C:3]1[CH:4]=[C:5]([CH:21]=[CH:22][C:23]=1[O:24][CH3:25])[CH2:6][CH:7]1[C:16]2[C:11](=[CH:12][C:13]([O:19][CH3:20])=[C:14]([O:17][CH3:18])[CH:15]=2)[CH2:10][CH2:9][N:8]1[CH2:27][C:28]([NH:35][CH:32]([CH2:33][CH3:34])[CH3:31])=[O:29]. (5) Given the reactants [CH2:1]([NH:5][C:6]1[CH:11]=[CH:10][C:9]([N:12]2[CH2:17][CH2:16][C:15](=[O:18])[CH2:14][CH2:13]2)=[CH:8][CH:7]=1)[CH2:2][CH2:3][CH3:4].C(N(CC)CC)C.Cl[C:27](=[O:34])[CH2:28][C:29]([O:31][CH2:32][CH3:33])=[O:30], predict the reaction product. The product is: [CH2:1]([N:5]([C:27](=[O:34])[CH2:28][C:29]([O:31][CH2:32][CH3:33])=[O:30])[C:6]1[CH:11]=[CH:10][C:9]([N:12]2[CH2:17][CH2:16][C:15](=[O:18])[CH2:14][CH2:13]2)=[CH:8][CH:7]=1)[CH2:2][CH2:3][CH3:4]. (6) Given the reactants [Br:1][C:2]1[CH:3]=[CH:4][C:5]([F:17])=[C:6]([CH:16]=1)[CH2:7][NH:8][C:9](=[O:15])[CH:10](OC)OC.OS(O)(=O)=O.OS(O)(=O)=O.O=S(=O)=O.C([O-])(O)=O.[Na+], predict the reaction product. The product is: [Br:1][C:2]1[CH:3]=[CH:4][C:5]([F:17])=[C:6]2[C:16]=1[CH:10]=[C:9]([OH:15])[N:8]=[CH:7]2. (7) Given the reactants [CH3:1][C:2]1[CH:3]=[C:4]2[C:8](=[CH:9][CH:10]=1)[NH:7][C:6]1[CH2:11][CH:12]3[N:17]([CH3:18])[CH:16]([C:5]2=1)[CH2:15][CH2:14][CH2:13]3.[C:19]([C:21]1[CH:22]=[CH:23][C:24]([CH3:27])=[N:25][CH:26]=1)#[CH:20], predict the reaction product. The product is: [CH3:1][C:2]1[CH:3]=[C:4]2[C:8](=[CH:9][CH:10]=1)[N:7](/[CH:20]=[CH:19]\[C:21]1[CH:26]=[N:25][C:24]([CH3:27])=[CH:23][CH:22]=1)[C:6]1[CH2:11][C@@H:12]3[N:17]([CH3:18])[C@H:16]([C:5]2=1)[CH2:15][CH2:14][CH2:13]3. (8) Given the reactants [Br:1][CH2:2][C:3](=[O:7])[C:4]([OH:6])=[O:5].[CH2:8]([O:15][CH:16](O)[CH3:17])[C:9]1[CH:14]=[CH:13][CH:12]=[CH:11][CH:10]=1.ClC(OC)OC, predict the reaction product. The product is: [Br:1][CH2:2][C:3](=[O:7])[C:4]([O:6][CH2:17][CH2:16][O:15][CH2:8][C:9]1[CH:14]=[CH:13][CH:12]=[CH:11][CH:10]=1)=[O:5]. (9) Given the reactants [N:1]1[CH:6]=[CH:5][CH:4]=[CH:3][C:2]=1[CH2:7][C:8]([O:10][CH2:11][CH3:12])=[O:9].[N:13]([O-])=[O:14].[Na+], predict the reaction product. The product is: [OH:14][N:13]=[C:7]([C:2]1[CH:3]=[CH:4][CH:5]=[CH:6][N:1]=1)[C:8]([O:10][CH2:11][CH3:12])=[O:9]. (10) Given the reactants F[C:2]1[CH:3]=[C:4]2[C:9](=[CH:10][C:11]=1[N+:12]([O-:14])=[O:13])[NH:8][C:7](=[O:15])[N:6]([NH:16][S:17]([CH3:20])(=[O:19])=[O:18])[C:5]2=[O:21].[NH2:22][CH:23]([CH:26]([CH3:28])[CH3:27])[CH2:24][OH:25], predict the reaction product. The product is: [OH:25][CH2:24][CH:23]([NH:22][C:2]1[CH:3]=[C:4]2[C:9](=[CH:10][C:11]=1[N+:12]([O-:14])=[O:13])[NH:8][C:7](=[O:15])[N:6]([NH:16][S:17]([CH3:20])(=[O:19])=[O:18])[C:5]2=[O:21])[CH:26]([CH3:28])[CH3:27].